From a dataset of Full USPTO retrosynthesis dataset with 1.9M reactions from patents (1976-2016). Predict the reactants needed to synthesize the given product. (1) The reactants are: C(OC([N:8]1[C@H:13]([C:14](=[O:25])[NH:15][C@H:16]2[CH2:18][C@@H:17]2[C:19]2[CH:24]=[CH:23][CH:22]=[CH:21][CH:20]=2)[CH2:12][C@@H:11]2[C@H:9]1[CH2:10]2)=O)(C)(C)C.[C:26]([OH:32])([C:28]([F:31])([F:30])[F:29])=[O:27]. Given the product [F:29][C:28]([F:31])([F:30])[C:26]([OH:32])=[O:27].[C:19]1([C@H:17]2[CH2:18][C@@H:16]2[NH:15][C:14]([C@@H:13]2[CH2:12][C@@H:11]3[C@@H:9]([CH2:10]3)[NH:8]2)=[O:25])[CH:24]=[CH:23][CH:22]=[CH:21][CH:20]=1, predict the reactants needed to synthesize it. (2) Given the product [CH3:4][N:5]([CH2:1][CH:10]([CH2:9][CH:8]([CH3:14])[CH3:7])[C:11](=[O:13])[CH3:12])[CH3:6], predict the reactants needed to synthesize it. The reactants are: [CH2:1]=O.Cl.[CH3:4][NH:5][CH3:6].[CH3:7][CH:8]([CH3:14])[CH2:9][CH2:10][C:11](=[O:13])[CH3:12].[OH-].[Na+]. (3) Given the product [F:34][C:22]1([F:21])[O:26][C:25]2[CH:27]=[CH:28][C:29]([C:31]([NH:20][C:18]3[O:19][C:15]([C:12]4[CH:11]=[CH:10][C:9]([O:8][C:4]5[CH:3]=[N:2][CH:7]=[CH:6][CH:5]=5)=[CH:14][CH:13]=4)=[N:16][N:17]=3)=[O:32])=[CH:30][C:24]=2[O:23]1, predict the reactants needed to synthesize it. The reactants are: Br.[N:2]1[CH:7]=[CH:6][CH:5]=[C:4]([O:8][C:9]2[CH:14]=[CH:13][C:12]([C:15]3[O:19][C:18]([NH2:20])=[N:17][N:16]=3)=[CH:11][CH:10]=2)[CH:3]=1.[F:21][C:22]1([F:34])[O:26][C:25]2[CH:27]=[CH:28][C:29]([C:31](Cl)=[O:32])=[CH:30][C:24]=2[O:23]1. (4) Given the product [N:22]1([C:20]([N:14]2[CH2:15][CH2:16][N:17]([C:3]3[NH:12][C:11](=[O:13])[C:10]4[CH2:9][CH2:8][CH2:7][CH2:6][C:5]=4[N:4]=3)[CH2:18][CH2:19]2)=[O:21])[CH2:23][CH2:24][CH2:25][CH2:26][CH2:27]1, predict the reactants needed to synthesize it. The reactants are: CS[C:3]1[NH:12][C:11](=[O:13])[C:10]2[CH2:9][CH2:8][CH2:7][CH2:6][C:5]=2[N:4]=1.[N:14]1([C:20]([N:22]2[CH2:27][CH2:26][CH2:25][CH2:24][CH2:23]2)=[O:21])[CH2:19][CH2:18][NH:17][CH2:16][CH2:15]1. (5) Given the product [CH3:1][N:2]1[CH2:26][CH2:25][C:5]2[N:6](/[CH:14]=[C:15](\[C:19]3[CH:20]=[CH:21][N:22]=[CH:23][CH:24]=3)/[CH2:16][CH3:17])[C:7]3[CH:8]=[CH:9][C:10]([CH3:13])=[CH:11][C:12]=3[C:4]=2[CH2:3]1, predict the reactants needed to synthesize it. The reactants are: [CH3:1][N:2]1[CH2:26][CH2:25][C:5]2[N:6]([CH2:14][C:15]([C:19]3[CH:24]=[CH:23][N:22]=[CH:21][CH:20]=3)(O)[CH2:16][CH3:17])[C:7]3[CH:8]=[CH:9][C:10]([CH3:13])=[CH:11][C:12]=3[C:4]=2[CH2:3]1.CN(C=O)C.S(Cl)(Cl)=O.C(=O)(O)[O-].[Na+]. (6) Given the product [OH:8][C:9]1[CH:10]=[C:11]([CH:32]=[C:33]([OH:35])[CH:34]=1)[C:12]1[O:13][C:14]2[C:19]([C:20](=[O:22])[CH:21]=1)=[CH:18][CH:17]=[C:16]([O:23][CH2:24][CH:25]([OH:31])[CH2:26][NH:27][CH:28]([CH3:29])[CH3:30])[CH:15]=2, predict the reactants needed to synthesize it. The reactants are: C([O:8][C:9]1[CH:10]=[C:11]([CH:32]=[C:33]([O:35]CC2C=CC=CC=2)[CH:34]=1)[C:12]1[O:13][C:14]2[C:19]([C:20](=[O:22])[CH:21]=1)=[CH:18][CH:17]=[C:16]([O:23][CH2:24][CH:25]([OH:31])[CH2:26][NH:27][CH:28]([CH3:30])[CH3:29])[CH:15]=2)C1C=CC=CC=1. (7) The reactants are: F[C:2]1[CH:9]=[CH:8][CH:7]=[C:6]([F:10])[C:3]=1[C:4]#[N:5].COC[CH2:14][CH2:15][NH2:16].[C:17](=[O:20])([O-])[O-].[K+].[K+].O. Given the product [F:10][C:6]1[CH:7]=[CH:8][CH:9]=[C:2]([NH:16][CH2:15][CH2:14][O:20][CH3:17])[C:3]=1[C:4]#[N:5], predict the reactants needed to synthesize it.